From a dataset of Forward reaction prediction with 1.9M reactions from USPTO patents (1976-2016). Predict the product of the given reaction. (1) Given the reactants Cl[C:2]1[CH:7]=[C:6]2[CH2:8][O:9][C:10]3[CH:37]=[C:36]4[C:13]([CH2:14][CH2:15][C:16]5[N:20]=[C:19]([C@@H:21]6[CH2:25][C@H:24]([CH2:26][O:27][CH3:28])[CH2:23][N:22]6[C:29]([O:31][C:32]([CH3:35])([CH3:34])[CH3:33])=[O:30])[NH:18][C:17]=54)=[CH:12][C:11]=3[C:5]2=[CH:4][CH:3]=1.[B:38]1([B:38]2[O:42][C:41]([CH3:44])([CH3:43])[C:40]([CH3:46])([CH3:45])[O:39]2)[O:42][C:41]([CH3:44])([CH3:43])[C:40]([CH3:46])([CH3:45])[O:39]1.C([O-])(=O)C.[K+].C1(P(C2CCCCC2)C2C=CC=CC=2C2C(C(C)C)=CC(C(C)C)=CC=2C(C)C)CCCCC1, predict the reaction product. The product is: [CH3:28][O:27][CH2:26][C@@H:24]1[CH2:23][N:22]([C:29]([O:31][C:32]([CH3:33])([CH3:35])[CH3:34])=[O:30])[C@H:21]([C:19]2[NH:18][C:17]3[C:36]4[C:13]([CH2:14][CH2:15][C:16]=3[N:20]=2)=[CH:12][C:11]2[C:5]3[C:6]([CH2:8][O:9][C:10]=2[CH:37]=4)=[CH:7][C:2]([B:38]2[O:42][C:41]([CH3:44])([CH3:43])[C:40]([CH3:46])([CH3:45])[O:39]2)=[CH:3][CH:4]=3)[CH2:25]1. (2) Given the reactants [CH3:1][O:2][C:3]1[N:8]=[CH:7][C:6]([NH2:9])=[C:5]([C:10]2[C:11]([F:16])=[N:12][CH:13]=[CH:14][CH:15]=2)[CH:4]=1.Br.[N:18]1([CH2:24][C:25]2[CH:30]=[CH:29][C:28](B(O)O)=[CH:27][CH:26]=2)[CH2:23][CH2:22][CH2:21][CH2:20][CH2:19]1, predict the reaction product. The product is: [CH3:1][O:2][C:3]1[N:8]=[CH:7][C:6]([NH2:9])=[C:5]([C:10]2[C:11]([F:16])=[N:12][CH:13]=[C:14]([C:28]3[CH:27]=[CH:26][C:25]([CH2:24][N:18]4[CH2:23][CH2:22][CH2:21][CH2:20][CH2:19]4)=[CH:30][CH:29]=3)[CH:15]=2)[CH:4]=1. (3) Given the reactants [F:1][C:2]1[CH:3]=[C:4]2[C:8](=[CH:9][CH:10]=1)[NH:7][N:6]=[C:5]2[I:11].Br[CH2:13][CH:14]([OH:16])[CH3:15].[Si:17](Cl)([C:20]([CH3:23])([CH3:22])[CH3:21])([CH3:19])[CH3:18], predict the reaction product. The product is: [O:16]([CH:14]([CH3:15])[CH2:13][N:7]1[C:8]2[C:4](=[CH:3][C:2]([F:1])=[CH:10][CH:9]=2)[C:5]([I:11])=[N:6]1)[Si:17]([C:20]([CH3:23])([CH3:22])[CH3:21])([CH3:19])[CH3:18]. (4) Given the reactants [NH:1]1[CH2:4][CH:3]([CH2:5][O:6][C:7]2[C:16]3[CH:15]=[CH:14][CH:13]=[CH:12][C:11]=3[N:10]=[C:9]3[O:17][C@H:18]4[CH2:41][N:21]([C:22](=[O:40])[C@H:23]([C:36]([CH3:39])([CH3:38])[CH3:37])[NH:24][C:25](=[O:35])[O:26][C@@H:27]5[CH2:34][C@H:28]5[CH2:29][CH2:30][CH2:31][CH2:32][CH2:33][C:8]=23)[C@H:20]([C:42]([NH:44][C@:45]2([C:50](=[O:59])[NH:51][S:52]([C:55]3([CH3:58])[CH2:57][CH2:56]3)(=[O:54])=[O:53])[CH2:47][C@H:46]2[CH:48]=[CH2:49])=[O:43])[CH2:19]4)[CH2:2]1.[CH2:60]=O.[BH4-].[Na+], predict the reaction product. The product is: [C:36]([C@H:23]1[C:22](=[O:40])[N:21]2[CH2:41][C@@H:18]([CH2:19][C@H:20]2[C:42]([NH:44][C@:45]2([C:50](=[O:59])[NH:51][S:52]([C:55]3([CH3:58])[CH2:56][CH2:57]3)(=[O:54])=[O:53])[CH2:47][C@H:46]2[CH:48]=[CH2:49])=[O:43])[O:17][C:9]2=[N:10][C:11]3[CH:12]=[CH:13][CH:14]=[CH:15][C:16]=3[C:7]([O:6][CH2:5][CH:3]3[CH2:2][N:1]([CH3:60])[CH2:4]3)=[C:8]2[CH2:33][CH2:32][CH2:31][CH2:30][CH2:29][C@@H:28]2[CH2:34][C@H:27]2[O:26][C:25](=[O:35])[NH:24]1)([CH3:39])([CH3:38])[CH3:37]. (5) Given the reactants [CH2:1]([O:3][C:4]([C:6]1[S:10][C:9](Br)=[N:8][C:7]=1[CH3:12])=[O:5])[CH3:2].[C:13]1([OH:19])[CH:18]=[CH:17][CH:16]=[CH:15][CH:14]=1.C(=O)([O-])[O-].[K+].[K+], predict the reaction product. The product is: [CH2:1]([O:3][C:4]([C:6]1[S:10][C:9]([O:19][C:13]2[CH:18]=[CH:17][CH:16]=[CH:15][CH:14]=2)=[N:8][C:7]=1[CH3:12])=[O:5])[CH3:2]. (6) Given the reactants [C:1]([C:4]1[CH:9]=[CH:8][C:7](B(O)O)=[CH:6][CH:5]=1)(=[O:3])[CH3:2].Br[C:14]1[CH:19]=[CH:18][C:17]([C@H:20]([NH:25][C@H:26]([C:30]([NH:32][C:33]2([C:36]#[N:37])[CH2:35][CH2:34]2)=[O:31])[CH2:27][CH2:28][CH3:29])[C:21]([F:24])([F:23])[F:22])=[CH:16][CH:15]=1, predict the reaction product. The product is: [C:36]([C:33]1([NH:32][C:30](=[O:31])[C@@H:26]([NH:25][C@@H:20]([C:17]2[CH:18]=[CH:19][C:14]([C:7]3[CH:8]=[CH:9][C:4]([C:1](=[O:3])[CH3:2])=[CH:5][CH:6]=3)=[CH:15][CH:16]=2)[C:21]([F:22])([F:24])[F:23])[CH2:27][CH2:28][CH3:29])[CH2:35][CH2:34]1)#[N:37].